From a dataset of Full USPTO retrosynthesis dataset with 1.9M reactions from patents (1976-2016). Predict the reactants needed to synthesize the given product. (1) Given the product [CH3:1][O:2][C:3]1[CH:8]=[CH:7][CH:6]=[CH:5][C:4]=1[NH:9][CH:10]1[CH2:15][CH2:14][N:13]([C:24]2[N:29]([CH3:30])[C:28](=[O:31])[CH:27]=[C:26]([C:32]3[CH:33]=[CH:34][N:35]=[CH:36][CH:37]=3)[N:25]=2)[CH2:12][CH2:11]1, predict the reactants needed to synthesize it. The reactants are: [CH3:1][O:2][C:3]1[CH:8]=[CH:7][CH:6]=[CH:5][C:4]=1[NH:9][CH:10]1[CH2:15][CH2:14][NH:13][CH2:12][CH2:11]1.C(N(CC)CC)C.Cl[C:24]1[N:29]([CH3:30])[C:28](=[O:31])[CH:27]=[C:26]([C:32]2[CH:37]=[CH:36][N:35]=[CH:34][CH:33]=2)[N:25]=1. (2) Given the product [C:36]([O:35][C:33]([N:32]1[CH:6]2[C:5]([C:3]([OH:4])=[O:2])=[C:12]([C:13]3[CH:14]=[CH:15][C:16]([CH2:19][CH2:20][CH2:21][O:22][C:23]4[C:28]([F:29])=[CH:27][CH:26]=[C:25]([F:30])[C:24]=4[Cl:31])=[CH:17][CH:18]=3)[CH2:11][CH:10]1[CH2:9][O:8][CH2:7]2)=[O:34])([CH3:39])([CH3:37])[CH3:38], predict the reactants needed to synthesize it. The reactants are: C[O:2][C:3]([C:5]1[CH:6]2[N:32]([C:33]([O:35][C:36]([CH3:39])([CH3:38])[CH3:37])=[O:34])[CH:10]([CH2:11][C:12]=1[C:13]1[CH:18]=[CH:17][C:16]([CH2:19][CH2:20][CH2:21][O:22][C:23]3[C:28]([F:29])=[CH:27][CH:26]=[C:25]([F:30])[C:24]=3[Cl:31])=[CH:15][CH:14]=1)[CH2:9][O:8][CH2:7]2)=[O:4].[OH-].[Na+]. (3) Given the product [C:1]([C:4]1[CH:5]=[C:6]([C:22]2[CH:27]=[CH:26][CH:25]=[C:24]([O:28][CH3:29])[CH:23]=2)[CH:7]=[C:8]2[C:16]=1[NH:15][C:14]1[CH:13]=[C:12]([C:17]([OH:19])=[O:18])[CH:11]=[CH:10][C:9]2=1)(=[O:3])[NH2:2], predict the reactants needed to synthesize it. The reactants are: [C:1]([C:4]1[CH:5]=[C:6]([C:22]2[CH:27]=[CH:26][CH:25]=[C:24]([O:28][CH3:29])[CH:23]=2)[CH:7]=[C:8]2[C:16]=1[NH:15][C:14]1[CH:13]=[C:12]([C:17]([O:19]CC)=[O:18])[CH:11]=[CH:10][C:9]2=1)(=[O:3])[NH2:2].[OH-].[Na+]. (4) Given the product [Cl:19][CH2:14][C:11]1[CH:12]=[CH:13][C:4]2[O:3][C:2]([F:16])([F:1])[O:7][C:6]([F:9])([F:8])[C:5]=2[CH:10]=1, predict the reactants needed to synthesize it. The reactants are: [F:1][C:2]1([F:16])[O:7][C:6]([F:9])([F:8])[C:5]2[CH:10]=[C:11]([CH2:14]O)[CH:12]=[CH:13][C:4]=2[O:3]1.S(Cl)([Cl:19])=O. (5) Given the product [CH3:39][S:40]([N:4]1[CH2:9][CH2:8][CH:7]([N:10]2[CH2:13][C:12]([CH2:36][C:37]#[N:38])([N:14]3[CH:18]=[CH:17][C:16]([C:19]4[C:20]5[CH:27]=[CH:26][NH:25][C:21]=5[N:22]=[CH:23][N:24]=4)=[CH:15]3)[CH2:11]2)[CH2:6][CH2:5]1)(=[O:42])=[O:41], predict the reactants needed to synthesize it. The reactants are: Cl.Cl.Cl.[NH:4]1[CH2:9][CH2:8][CH:7]([N:10]2[CH2:13][C:12]([CH2:36][C:37]#[N:38])([N:14]3[CH:18]=[CH:17][C:16]([C:19]4[C:20]5[CH:27]=[CH:26][N:25](COCC[Si](C)(C)C)[C:21]=5[N:22]=[CH:23][N:24]=4)=[CH:15]3)[CH2:11]2)[CH2:6][CH2:5]1.[CH3:39][S:40](Cl)(=[O:42])=[O:41]. (6) Given the product [NH2:1][C:4]1[CH:9]=[CH:8][C:7]([CH:10]([OH:15])[C:11]([F:12])([F:13])[F:14])=[CH:6][CH:5]=1, predict the reactants needed to synthesize it. The reactants are: [N+:1]([C:4]1[CH:9]=[CH:8][C:7]([CH:10]([OH:15])[C:11]([F:14])([F:13])[F:12])=[CH:6][CH:5]=1)([O-])=O. (7) Given the product [N:1]1([CH2:6][C:24]2[N:23]([C:20]3[CH:19]=[CH:18][C:17]([C:16]([F:25])([F:26])[F:15])=[CH:22][CH:21]=3)[N:14]=[N:13][N:12]=2)[CH2:5][CH2:4][CH2:3][CH2:2]1, predict the reactants needed to synthesize it. The reactants are: [NH:1]1[CH2:5][CH2:4][CH2:3][CH2:2]1.[CH2:6]=O.C[Si]([N:12]=[N+:13]=[N-:14])(C)C.[F:15][C:16]([F:26])([F:25])[C:17]1[CH:22]=[CH:21][C:20]([N+:23]#[C-:24])=[CH:19][CH:18]=1.